From a dataset of Forward reaction prediction with 1.9M reactions from USPTO patents (1976-2016). Predict the product of the given reaction. (1) Given the reactants [CH2:1]([C:4]1([C:18]2[NH:19][C:20]([C:30]3[CH:38]=[CH:37][C:33]4[O:34][CH2:35][O:36][C:32]=4[CH:31]=3)=[C:21]([C:23]3[CH:28]=[CH:27][CH:26]=[C:25]([CH3:29])[N:24]=3)[N:22]=2)[CH2:9][CH2:8][CH:7]([O:10][Si:11]([C:14]([CH3:17])([CH3:16])[CH3:15])([CH3:13])[CH3:12])[CH2:6][CH2:5]1)[CH:2]=[CH2:3].[CH2:39](Br)[CH:40]=[CH2:41].[H-].[Na+], predict the reaction product. The product is: [CH2:41]([N:22]1[C:21]([C:23]2[CH:28]=[CH:27][CH:26]=[C:25]([CH3:29])[N:24]=2)=[C:20]([C:30]2[CH:38]=[CH:37][C:33]3[O:34][CH2:35][O:36][C:32]=3[CH:31]=2)[N:19]=[C:18]1[C:4]1([CH2:1][CH:2]=[CH2:3])[CH2:9][CH2:8][CH:7]([O:10][Si:11]([C:14]([CH3:17])([CH3:16])[CH3:15])([CH3:12])[CH3:13])[CH2:6][CH2:5]1)[CH:40]=[CH2:39]. (2) Given the reactants [C:1]([C:4]1[CH:9]=[CH:8][C:7]([N:10]2[CH2:15][CH2:14][N:13]([C:16]([O:18][C:19]([CH3:22])([CH3:21])[CH3:20])=[O:17])[CH2:12][CH2:11]2)=[CH:6][CH:5]=1)(O)=[O:2].Cl.[C:24]1([CH2:30][O:31][NH2:32])[CH:29]=[CH:28][CH:27]=[CH:26][CH:25]=1.CC(C)N=C=NC(C)C, predict the reaction product. The product is: [C:24]1([CH2:30][O:31][NH:32][C:1]([C:4]2[CH:5]=[CH:6][C:7]([N:10]3[CH2:15][CH2:14][N:13]([C:16]([O:18][C:19]([CH3:21])([CH3:22])[CH3:20])=[O:17])[CH2:12][CH2:11]3)=[CH:8][CH:9]=2)=[O:2])[CH:29]=[CH:28][CH:27]=[CH:26][CH:25]=1. (3) Given the reactants [CH:1]1[CH:2]=[CH:3][C:4]2[NH:11][C:9](=[O:10])[CH:8]=[C:7]([CH2:12][CH:13]([NH:17][C:18]([C:20]3[CH:21]=[CH:22][C:23]([Cl:26])=[CH:24][CH:25]=3)=[O:19])[C:14]([OH:16])=[O:15])[C:5]=2[CH:6]=1.[C:27]1([S:33][CH2:34][CH2:35]Cl)[CH:32]=[CH:31][CH:30]=[CH:29][CH:28]=1, predict the reaction product. The product is: [Cl:26][C:23]1[CH:24]=[CH:25][C:20]([C:18]([NH:17][CH:13]([CH2:12][C:7]2[C:5]3[C:4](=[CH:3][CH:2]=[CH:1][CH:6]=3)[NH:11][C:9](=[O:10])[CH:8]=2)[C:14]([O:16][CH2:35][CH2:34][S:33][C:27]2[CH:32]=[CH:31][CH:30]=[CH:29][CH:28]=2)=[O:15])=[O:19])=[CH:21][CH:22]=1.